Task: Predict the reaction yield, written as a fraction of the theoretical maximum amount of product (1.0 means a 100% yield; for example, 0.34 means a 34% yield).. Dataset: Reaction yield outcomes from USPTO patents with 853,638 reactions (1) The reactants are [C:1]([C:5]1[CH:9]=[C:8]([NH:10][C:11](=[O:37])[NH:12][C:13]2[C:22]3[C:17](=[CH:18][CH:19]=[CH:20][CH:21]=3)[C:16]([O:23][CH2:24][C:25]3[CH:30]=[CH:29][N:28]=[C:27]([NH:31][C:32](=[O:36])[CH2:33][S:34][CH3:35])[CH:26]=3)=[CH:15][CH:14]=2)[N:7]([C:38]2[CH:43]=[CH:42][C:41]([CH3:44])=[CH:40][CH:39]=2)[N:6]=1)([CH3:4])([CH3:3])[CH3:2].[OH:45]OS([O-])=O.[K+]. The catalyst is CN(C=O)C.O. The product is [C:1]([C:5]1[CH:9]=[C:8]([NH:10][C:11](=[O:37])[NH:12][C:13]2[C:22]3[C:17](=[CH:18][CH:19]=[CH:20][CH:21]=3)[C:16]([O:23][CH2:24][C:25]3[CH:30]=[CH:29][N:28]=[C:27]([NH:31][C:32](=[O:36])[CH2:33][S:34]([CH3:35])=[O:45])[CH:26]=3)=[CH:15][CH:14]=2)[N:7]([C:38]2[CH:43]=[CH:42][C:41]([CH3:44])=[CH:40][CH:39]=2)[N:6]=1)([CH3:4])([CH3:3])[CH3:2]. The yield is 0.520. (2) The reactants are [CH3:1][O:2][C:3]1[CH:8]=[CH:7][CH:6]=[C:5]([O:9][CH3:10])[C:4]=1[OH:11].F[C:13]1[CH:18]=[CH:17][CH:16]=[CH:15][C:14]=1[N+:19]([O-:21])=[O:20].[CH3:22][O:23][C:24]1[CH:37]=[CH:36][CH:35]=[C:34]([O:38][CH3:39])[C:25]=1[O:26][C:27]1[CH:33]=[CH:32][CH:31]=[CH:30][C:28]=1[NH2:29].[NH2:40][C:41]1[S:42][CH:43]=[CH:44][N:45]=1. No catalyst specified. The product is [CH3:10][O:9][C:5]1[CH:6]=[CH:7][CH:8]=[C:3]([O:2][CH3:1])[C:4]=1[O:11][C:13]1[CH:18]=[CH:17][CH:16]=[CH:15][C:14]=1[N+:19]([O-:21])=[O:20].[CH3:39][O:38][C:34]1[CH:35]=[CH:36][CH:37]=[C:24]([O:23][CH3:22])[C:25]=1[O:26][C:27]1[CH:33]=[CH:32][CH:31]=[CH:30][C:28]=1[NH:29][C:4]([NH:40][C:41]1[S:42][CH:43]=[CH:44][N:45]=1)=[O:11]. The yield is 0.630. (3) The reactants are [CH3:1][O:2][CH2:3][C@@H:4]1[CH2:8][N:7]([C:9]([O:11][C:12]([CH3:15])([CH3:14])[CH3:13])=[O:10])[C@H:6]([C:16]2[NH:20][C:19]3[C:21]4[C:26]([CH:27]=[CH:28][C:18]=3[N:17]=2)=[CH:25][C:24]2[C:29]3[C:34]([CH2:35][O:36][C:23]=2[CH:22]=4)=[CH:33][C:32](B2OC(C)(C)C(C)(C)O2)=[CH:31][CH:30]=3)[CH2:5]1.Br[C:47]1[NH:51][C:50]([C@@H:52]2[CH2:56][C@H:55]([CH3:57])[CH2:54][N:53]2[C:58](=[O:68])[C@@H:59]([NH:63][C:64](=[O:67])[O:65][CH3:66])[CH:60]([CH3:62])[CH3:61])=[N:49][CH:48]=1.C(=O)([O-])[O-].[K+].[K+]. The catalyst is COCCOC.CN(C)C=O.C1C=CC([P]([Pd]([P](C2C=CC=CC=2)(C2C=CC=CC=2)C2C=CC=CC=2)([P](C2C=CC=CC=2)(C2C=CC=CC=2)C2C=CC=CC=2)[P](C2C=CC=CC=2)(C2C=CC=CC=2)C2C=CC=CC=2)(C2C=CC=CC=2)C2C=CC=CC=2)=CC=1.C1C=CC(P(C2C=CC=CC=2)[C-]2C=CC=C2)=CC=1.C1C=CC(P(C2C=CC=CC=2)[C-]2C=CC=C2)=CC=1.Cl[Pd]Cl.[Fe+2]. The product is [CH3:66][O:65][C:64]([NH:63][C@H:59]([C:58]([N:53]1[CH2:54][C@@H:55]([CH3:57])[CH2:56][C@H:52]1[C:50]1[NH:51][C:47]([C:32]2[CH:33]=[C:34]3[CH2:35][O:36][C:23]4[CH:22]=[C:21]5[C:26]([CH:27]=[CH:28][C:18]6[NH:17][C:16]([C@@H:6]7[CH2:5][C@H:4]([CH2:3][O:2][CH3:1])[CH2:8][N:7]7[C:9]([O:11][C:12]([CH3:13])([CH3:14])[CH3:15])=[O:10])=[N:20][C:19]=65)=[CH:25][C:24]=4[C:29]3=[CH:30][CH:31]=2)=[CH:48][N:49]=1)=[O:68])[CH:60]([CH3:62])[CH3:61])=[O:67]. The yield is 0.320. (4) The reactants are [N:1]([CH2:4][C@@H:5]([OH:34])[C@@H:6]([NH:14][C:15](=[O:33])[C@@H:16]([N:20]1[CH2:24][CH2:23][N:22]([CH2:25][C:26]2[N:27]=[C:28]([CH3:31])[S:29][CH:30]=2)[C:21]1=[O:32])[CH:17]([CH3:19])[CH3:18])[CH2:7][C:8]1[CH:13]=[CH:12][CH:11]=[CH:10][CH:9]=1)=[N+]=[N-].O.C1(P(C2C=CC=CC=2)C2C=CC=CC=2)C=CC=CC=1. The catalyst is O1CCCC1. The product is [NH2:1][CH2:4][C@@H:5]([OH:34])[C@@H:6]([NH:14][C:15](=[O:33])[C@@H:16]([N:20]1[CH2:24][CH2:23][N:22]([CH2:25][C:26]2[N:27]=[C:28]([CH3:31])[S:29][CH:30]=2)[C:21]1=[O:32])[CH:17]([CH3:19])[CH3:18])[CH2:7][C:8]1[CH:9]=[CH:10][CH:11]=[CH:12][CH:13]=1. The yield is 0.620. (5) The reactants are [Cl:1][C:2]1[CH:7]=[CH:6][C:5]([C:8]2([C:12]3[C:21]4[C:16](=[CH:17][CH:18]=[C:19]([O:22][CH2:23][CH2:24][NH:25]C(=O)OC(C)(C)C)[CH:20]=4)[CH2:15][CH2:14][N:13]=3)[CH2:11][CH2:10][CH2:9]2)=[CH:4][CH:3]=1.NC1C=CC=CN=1.[CH3:40][S:41](Cl)(=[O:43])=[O:42].O. The catalyst is C1COCC1. The product is [Cl:1][C:2]1[CH:7]=[CH:6][C:5]([C:8]2([C:12]3[C:21]4[C:16](=[CH:17][CH:18]=[C:19]([O:22][CH2:23][CH2:24][NH:25][S:41]([CH3:40])(=[O:43])=[O:42])[CH:20]=4)[CH2:15][CH2:14][N:13]=3)[CH2:11][CH2:10][CH2:9]2)=[CH:4][CH:3]=1. The yield is 0.780.